Dataset: Full USPTO retrosynthesis dataset with 1.9M reactions from patents (1976-2016). Task: Predict the reactants needed to synthesize the given product. (1) Given the product [Cl:20][C:6]1[CH:5]=[N:4][CH:3]=[C:2]([Cl:1])[C:7]=1[S:8][C:9]1[S:13][C:12]([C:14]([NH:24][CH2:23][CH2:22][OH:21])=[O:16])=[CH:11][C:10]=1[N+:17]([O-:19])=[O:18], predict the reactants needed to synthesize it. The reactants are: [Cl:1][C:2]1[CH:3]=[N:4][CH:5]=[C:6]([Cl:20])[C:7]=1[S:8][C:9]1[S:13][C:12]([C:14]([OH:16])=O)=[CH:11][C:10]=1[N+:17]([O-:19])=[O:18].[OH:21][CH2:22][CH2:23][NH2:24]. (2) Given the product [N:6]1[CH:5]=[CH:4][C:3]([CH:1]=[CH:29][C:24]2[CH:23]=[CH:28][C:27]([C@H:34]3[N:33]4[C@@H:36]([CH2:38][CH2:39][CH2:32][CH2:31]4)[CH2:37][CH2:35]3)=[CH:26][CH:25]=2)=[CH:8][CH:7]=1, predict the reactants needed to synthesize it. The reactants are: [CH:1]([C:3]1[CH:8]=[CH:7][N:6]=[CH:5][CH:4]=1)=C.[C:24]1([CH3:29])[CH:25]=[CH:26][CH:27]=[CH:28][C:23]=1P([C:23]1[CH:28]=[CH:27][CH:26]=[CH:25][C:24]=1[CH3:29])[C:23]1[CH:28]=[CH:27][CH:26]=[CH:25][C:24]=1[CH3:29].[CH2:31]([N:33]([CH2:36][CH3:37])[CH2:34][CH3:35])[CH3:32].[C:38](#N)[CH3:39].